Dataset: Forward reaction prediction with 1.9M reactions from USPTO patents (1976-2016). Task: Predict the product of the given reaction. (1) Given the reactants [C:1]([C:4]1[CH:5]=[C:6]([Cl:12])[C:7]([S:10][CH3:11])=[N:8][CH:9]=1)(=[O:3])[CH3:2].[BH4-].[Na+].Cl, predict the reaction product. The product is: [Cl:12][C:6]1[C:7]([S:10][CH3:11])=[N:8][CH:9]=[C:4]([CH:1]([OH:3])[CH3:2])[CH:5]=1. (2) Given the reactants Cl[C:2]1[CH:10]=[C:9]2[C:5]([C:6]([CH2:18][CH:19]([CH3:21])[CH3:20])=[CH:7][N:8]2[C:11]2[S:12][CH:13]=[C:14]([C:16]#[N:17])[N:15]=2)=[CH:4][CH:3]=1.C(=O)(O)[O-].[Na+].[ClH:27].[NH2:28][OH:29], predict the reaction product. The product is: [Cl:27][C:2]1[CH:10]=[C:9]2[C:5]([C:6]([CH2:18][CH:19]([CH3:21])[CH3:20])=[CH:7][N:8]2[C:11]2[S:12][CH:13]=[C:14]([C:16](=[NH:17])[NH:28][OH:29])[N:15]=2)=[CH:4][CH:3]=1.